From a dataset of Forward reaction prediction with 1.9M reactions from USPTO patents (1976-2016). Predict the product of the given reaction. (1) Given the reactants Br[C:2]1[CH:3]=[CH:4][C:5]2[O:9][C:8](/[CH:10]=[CH:11]/[C:12]3[CH:17]=[CH:16][C:15]([C:18]([F:21])([F:20])[F:19])=[CH:14][CH:13]=3)=[N:7][C:6]=2[CH:22]=1.[C:23]1(OB(O)O)[CH:28]=[CH:27][CH:26]=[CH:25][CH:24]=1.C(=O)([O-])[O-].[Na+].[Na+].C1(C)C=CC=CC=1, predict the reaction product. The product is: [C:23]1([C:2]2[CH:3]=[CH:4][C:5]3[O:9][C:8](/[CH:10]=[CH:11]/[C:12]4[CH:17]=[CH:16][C:15]([C:18]([F:21])([F:20])[F:19])=[CH:14][CH:13]=4)=[N:7][C:6]=3[CH:22]=2)[CH:28]=[CH:27][CH:26]=[CH:25][CH:24]=1. (2) The product is: [F:1][C:2]1[CH:3]=[C:4]([C:8]2[N:12]=[C:11]([CH:13]3[CH2:18][CH:17]([C:19]4[CH:24]=[CH:23][C:22]([O:25][C:26]([F:29])([F:28])[F:27])=[CH:21][CH:20]=4)[CH2:16][N:15]([C:30]([N:33]4[CH2:37][CH2:36][CH:35]([OH:38])[CH2:34]4)=[O:31])[CH2:14]3)[O:10][N:9]=2)[CH:5]=[CH:6][CH:7]=1. Given the reactants [F:1][C:2]1[CH:3]=[C:4]([C:8]2[N:12]=[C:11]([CH:13]3[CH2:18][CH:17]([C:19]4[CH:24]=[CH:23][C:22]([O:25][C:26]([F:29])([F:28])[F:27])=[CH:21][CH:20]=4)[CH2:16][N:15]([C:30](Cl)=[O:31])[CH2:14]3)[O:10][N:9]=2)[CH:5]=[CH:6][CH:7]=1.[NH:33]1[CH2:37][CH2:36][CH:35]([OH:38])[CH2:34]1, predict the reaction product. (3) Given the reactants [O:1]=[C:2]1[NH:7][CH:6]=[N:5][C:4]2[O:8][C:9]([C:17]3[CH:22]=[CH:21][C:20]([C:23]4([NH:27][C:28](=[O:34])[O:29][C:30]([CH3:33])([CH3:32])[CH3:31])[CH2:26][CH2:25][CH2:24]4)=[CH:19][CH:18]=3)=[C:10]([C:11]3[CH:16]=[CH:15][CH:14]=[CH:13][CH:12]=3)[C:3]1=2.C([O-])([O-])=O.[K+].[K+].[Na+].[I-].Br[CH2:44][CH2:45][OH:46], predict the reaction product. The product is: [OH:46][CH2:45][CH2:44][N:7]1[C:2](=[O:1])[C:3]2[C:10]([C:11]3[CH:12]=[CH:13][CH:14]=[CH:15][CH:16]=3)=[C:9]([C:17]3[CH:22]=[CH:21][C:20]([C:23]4([NH:27][C:28](=[O:34])[O:29][C:30]([CH3:31])([CH3:33])[CH3:32])[CH2:24][CH2:25][CH2:26]4)=[CH:19][CH:18]=3)[O:8][C:4]=2[N:5]=[CH:6]1. (4) Given the reactants C(OC(=O)[CH2:5][NH:6][CH2:7][CH2:8][N:9]([C:22]([O:24]C(C)(C)C)=O)[CH2:10][CH2:11][C:12]1[CH:21]=[CH:20][C:15]2[C:16](=[O:19])[O:17][CH2:18][C:14]=2[CH:13]=1)C.C(O)(C(F)(F)F)=O.CCN(C(C)C)C(C)C, predict the reaction product. The product is: [O:19]=[C:16]1[C:15]2[CH:20]=[CH:21][C:12]([CH2:11][CH2:10][N:9]3[CH2:8][CH2:7][NH:6][CH2:5][C:22]3=[O:24])=[CH:13][C:14]=2[CH2:18][O:17]1. (5) Given the reactants Br[C:2]1[CH:3]=[C:4]2[C:9](=[C:10]([F:12])[CH:11]=1)[C:8](=[O:13])[N:7]([C:14]([O:16][C:17]([CH3:20])([CH3:19])[CH3:18])=[O:15])[CH2:6][CH2:5]2.[B:21]1([B:21]2[O:25][C:24]([CH3:27])([CH3:26])[C:23]([CH3:29])([CH3:28])[O:22]2)[O:25][C:24]([CH3:27])([CH3:26])[C:23]([CH3:29])([CH3:28])[O:22]1.CC([O-])=O.[K+], predict the reaction product. The product is: [F:12][C:10]1[CH:11]=[C:2]([B:21]2[O:25][C:24]([CH3:27])([CH3:26])[C:23]([CH3:29])([CH3:28])[O:22]2)[CH:3]=[C:4]2[C:9]=1[C:8](=[O:13])[N:7]([C:14]([O:16][C:17]([CH3:20])([CH3:19])[CH3:18])=[O:15])[CH2:6][CH2:5]2. (6) Given the reactants Br[C:2]1[C:6]2[CH:7]=[C:8]([C:11]([O:13][CH3:14])=[O:12])[CH:9]=[CH:10][C:5]=2[S:4][CH:3]=1.[CH3:15][O:16][C:17]1[CH:22]=[C:21]([O:23][CH3:24])[CH:20]=[CH:19][C:18]=1B(O)O.C(=O)([O-])[O-].[Na+].[Na+].COCCOC, predict the reaction product. The product is: [CH3:15][O:16][C:17]1[CH:22]=[C:21]([O:23][CH3:24])[CH:20]=[CH:19][C:18]=1[C:2]1[C:6]2[CH:7]=[C:8]([C:11]([O:13][CH3:14])=[O:12])[CH:9]=[CH:10][C:5]=2[S:4][CH:3]=1.